This data is from Catalyst prediction with 721,799 reactions and 888 catalyst types from USPTO. The task is: Predict which catalyst facilitates the given reaction. (1) Reactant: [CH3:1][O:2][C:3](=[O:59])[NH:4][C@@H:5]1[CH:13]2[C:14](=[O:57])[CH2:15][C@H:16]([C:18](=O)[NH:19][CH2:20][C:21]([C:23]3[CH:28]=[CH:27][C:26]([C:29]4[CH:34]=[CH:33][C:32]([C:35]5[NH:36][C:37]([C@H:40]6[CH2:44][CH2:43][CH2:42][N:41]6[C:45](=[O:55])[C@H:46]([NH:50][C:51]([O:53][CH3:54])=[O:52])[CH:47]([CH3:49])[CH3:48])=[N:38][CH:39]=5)=[CH:31][CH:30]=4)=[CH:25][CH:24]=3)=O)[CH2:17][N:11]3[C:12]2=[C:8]([CH:9]=[C:10]3[Br:58])[CH2:7][CH2:6]1.C([O-])(=O)C.[NH4+:64].C1(C)C(C)=CC=CC=1. Product: [CH3:1][O:2][C:3](=[O:59])[NH:4][C@@H:5]1[CH:13]2[C:14](=[O:57])[CH2:15][C@H:16]([C:18]3[NH:64][C:21]([C:23]4[CH:24]=[CH:25][C:26]([C:29]5[CH:34]=[CH:33][C:32]([C:35]6[NH:36][C:37]([C@H:40]7[CH2:44][CH2:43][CH2:42][N:41]7[C:45](=[O:55])[C@H:46]([NH:50][C:51]([O:53][CH3:54])=[O:52])[CH:47]([CH3:48])[CH3:49])=[N:38][CH:39]=6)=[CH:31][CH:30]=5)=[CH:27][CH:28]=4)=[CH:20][N:19]=3)[CH2:17][N:11]3[C:12]2=[C:8]([CH:9]=[C:10]3[Br:58])[CH2:7][CH2:6]1. The catalyst class is: 13. (2) Reactant: [CH:1]1([OH:6])[CH2:5][CH2:4][CH2:3][CH2:2]1.[H-].[Na+].CC1C=CC(S(O[CH2:20][CH2:21][O:22][C:23]2[CH:28]=[CH:27][C:26]([CH2:29][C:30]3[CH:35]=[C:34]([Br:36])[CH:33]=[CH:32][C:31]=3[Cl:37])=[CH:25][CH:24]=2)(=O)=O)=CC=1. Product: [Br:36][C:34]1[CH:33]=[CH:32][C:31]([Cl:37])=[C:30]([CH2:29][C:26]2[CH:27]=[CH:28][C:23]([O:22][CH2:21][CH2:20][O:6][CH:1]3[CH2:5][CH2:4][CH2:3][CH2:2]3)=[CH:24][CH:25]=2)[CH:35]=1. The catalyst class is: 1. (3) Reactant: [Br:1][C:2]1[CH:10]=[CH:9][C:8]([CH3:11])=[CH:7][C:3]=1[C:4]([OH:6])=[O:5].[C:12](Cl)(=O)C(Cl)=O.CO.C([O-])([O-])=O.[Na+].[Na+]. Product: [Br:1][C:2]1[CH:10]=[CH:9][C:8]([CH3:11])=[CH:7][C:3]=1[C:4]([O:6][CH3:12])=[O:5]. The catalyst class is: 59. (4) Reactant: [CH3:1][C:2]1[N:3](C(OC(C)(C)C)=O)[N:4]=[C:5]2[C:14]3[CH:13]=[C:12]4[CH2:15][CH2:16][CH2:17][CH2:18][C:11]4=[CH:10][C:9]=3[N:8]([CH2:19][CH:20]3[CH2:22][O:21]3)[C:7](=[O:23])[C:6]=12.[N-:31]=[N+:32]=[N-:33].[Na+]. Product: [N:31]([CH2:22][CH:20]([OH:21])[CH2:19][N:8]1[C:9]2[CH:10]=[C:11]3[CH2:18][CH2:17][CH2:16][CH2:15][C:12]3=[CH:13][C:14]=2[C:5]2=[N:4][NH:3][C:2]([CH3:1])=[C:6]2[C:7]1=[O:23])=[N+:32]=[N-:33]. The catalyst class is: 86.